This data is from Catalyst prediction with 721,799 reactions and 888 catalyst types from USPTO. The task is: Predict which catalyst facilitates the given reaction. (1) Reactant: [Br:1][C:2]1[C:3](Cl)=[N:4][C:5]([Cl:8])=[N:6][CH:7]=1.[C:10]12([NH2:15])[CH2:14][CH:12]([CH2:13]1)[CH2:11]2. Product: [C:10]12([NH:15][C:3]3[C:2]([Br:1])=[CH:7][N:6]=[C:5]([Cl:8])[N:4]=3)[CH2:14][CH:12]([CH2:13]1)[CH2:11]2. The catalyst class is: 10. (2) Reactant: [CH3:1][O:2][C:3]1[N:8]=[C:7](B(O)O)[CH:6]=[CH:5][CH:4]=1.Br[C:13]1[CH:14]=[CH:15][C:16]([Cl:37])=[C:17]([NH:19][C:20]2[S:21]/[C:22](=[CH:26]\[C:27]3[CH:36]=[CH:35][C:34]4[C:29](=[CH:30][CH:31]=CC=4)[CH:28]=3)/[C:23](=[O:25])[N:24]=2)[CH:18]=1.C(=O)([O-])[O-].[Na+].[Na+].[CH3:44][N:45](C=O)C. Product: [Cl:37][C:16]1[CH:15]=[CH:14][C:13]([C:7]2[CH:6]=[CH:5][CH:4]=[C:3]([O:2][CH3:1])[N:8]=2)=[CH:18][C:17]=1[NH:19][C:20]1[S:21]/[C:22](=[CH:26]\[C:27]2[CH:28]=[C:29]3[C:34](=[CH:35][CH:36]=2)[N:45]=[CH:44][CH:31]=[CH:30]3)/[C:23](=[O:25])[N:24]=1. The catalyst class is: 257. (3) Reactant: [F:1][C:2]1[CH:7]=[C:6]([O:8][CH2:9][CH2:10][O:11][CH3:12])[CH:5]=[C:4]([F:13])[C:3]=1[C:14]1([OH:27])[CH2:19][CH2:18][N:17](C(OC(C)(C)C)=O)[CH2:16][CH2:15]1.[ClH:28]. Product: [ClH:28].[F:1][C:2]1[CH:7]=[C:6]([O:8][CH2:9][CH2:10][O:11][CH3:12])[CH:5]=[C:4]([F:13])[C:3]=1[C:14]1([OH:27])[CH2:19][CH2:18][NH:17][CH2:16][CH2:15]1. The catalyst class is: 25. (4) Reactant: Cl.Cl.[NH2:3][C@@H:4]1[CH2:9][CH2:8][CH2:7][NH:6][CH2:5]1.[Cl:10][C:11]1[N:20]=[C:19](Cl)[C:18]2[CH2:17][CH2:16][CH2:15][CH2:14][C:13]=2[N:12]=1.C(N(C(C)C)CC)(C)C.[C:31](Cl)(=[O:33])[CH3:32]. Product: [Cl:10][C:11]1[N:20]=[C:19]([N:6]2[CH2:7][CH2:8][CH2:9][C@@H:4]([NH:3][C:31](=[O:33])[CH3:32])[CH2:5]2)[C:18]2[CH2:17][CH2:16][CH2:15][CH2:14][C:13]=2[N:12]=1. The catalyst class is: 526. (5) Reactant: [CH3:1][O:2][C:3]1[CH:8]=[CH:7][C:6]([CH:9]=[CH:10][N+:11]([O-])=O)=[CH:5][C:4]=1[O:14][CH3:15].[Li+].[BH4-].Cl[Si](C)(C)C. Product: [CH3:15][O:14][C:4]1[CH:5]=[C:6]([CH2:9][CH2:10][NH2:11])[CH:7]=[CH:8][C:3]=1[O:2][CH3:1]. The catalyst class is: 1. (6) Reactant: [CH3:1][C:2]1[N:6]([CH2:7][C:8]2[N:13]=[CH:12][CH:11]=[CH:10][N:9]=2)[N:5]=[C:4]([C:14]([O:16]C)=[O:15])[CH:3]=1.[OH-].[Na+]. Product: [CH3:1][C:2]1[N:6]([CH2:7][C:8]2[N:13]=[CH:12][CH:11]=[CH:10][N:9]=2)[N:5]=[C:4]([C:14]([OH:16])=[O:15])[CH:3]=1. The catalyst class is: 38. (7) Reactant: Cl[CH2:2][O:3][CH3:4].[Br:5][C:6]1[CH:11]=[CH:10][C:9]([N:12]([C:17]2[C:36]([CH:37]3[CH2:39][CH2:38]3)=[CH:35][C:20]3[C:21]([C:31]([NH:33][CH3:34])=[O:32])=[C:22]([C:24]4[CH:29]=[CH:28][C:27]([F:30])=[CH:26][CH:25]=4)[O:23][C:19]=3[CH:18]=2)[S:13]([CH3:16])(=[O:15])=[O:14])=[CH:8][C:7]=1[CH2:40][OH:41].CCN(C(C)C)C(C)C.C([O-])(O)=O.[Na+]. The catalyst class is: 7. Product: [Br:5][C:6]1[CH:11]=[CH:10][C:9]([N:12]([C:17]2[C:36]([CH:37]3[CH2:39][CH2:38]3)=[CH:35][C:20]3[C:21]([C:31]([NH:33][CH3:34])=[O:32])=[C:22]([C:24]4[CH:25]=[CH:26][C:27]([F:30])=[CH:28][CH:29]=4)[O:23][C:19]=3[CH:18]=2)[S:13]([CH3:16])(=[O:15])=[O:14])=[CH:8][C:7]=1[CH2:40][O:41][CH2:2][O:3][CH3:4]. (8) Reactant: [H-].[Na+].[Cl:3][C:4]1[CH:9]=[CH:8][CH:7]=[CH:6][C:5]=1[OH:10].Br[CH2:12][CH:13]=[CH2:14].[Cl-].[NH4+]. Product: [Cl:3][C:4]1[CH:9]=[CH:8][CH:7]=[CH:6][C:5]=1[O:10][CH2:14][CH:13]=[CH2:12]. The catalyst class is: 3. (9) Reactant: [C:1]([OH:5])([CH3:4])([CH3:3])[CH3:2].[CH2:6]([O:8][C:9](=[O:14])[CH2:10][C:11](O)=[O:12])[CH3:7].C1CCC(N=C=NC2CCCCC2)CC1. Product: [CH2:6]([O:8][C:9](=[O:14])[CH2:10][C:11]([O:5][C:1]([CH3:4])([CH3:3])[CH3:2])=[O:12])[CH3:7]. The catalyst class is: 10. (10) Reactant: [Br:1][C:2]1[N:3]=[C:4]2[C:9]([NH:10][C@H:11]3[C@@H:15]([CH2:16][F:17])[CH2:14][N:13](C(OCC4C=CC=CC=4)=O)[CH2:12]3)=[C:8]([C:28](=[O:30])[NH2:29])[CH:7]=[N:6][N:5]2[CH:31]=1.[I:32][Si](C)(C)C. Product: [IH:32].[Br:1][C:2]1[N:3]=[C:4]2[C:9]([NH:10][C@H:11]3[C@@H:15]([CH2:16][F:17])[CH2:14][NH:13][CH2:12]3)=[C:8]([C:28]([NH2:29])=[O:30])[CH:7]=[N:6][N:5]2[CH:31]=1. The catalyst class is: 10.